Dataset: NCI-60 drug combinations with 297,098 pairs across 59 cell lines. Task: Regression. Given two drug SMILES strings and cell line genomic features, predict the synergy score measuring deviation from expected non-interaction effect. (1) Drug 1: CC1=C(C(=CC=C1)Cl)NC(=O)C2=CN=C(S2)NC3=CC(=NC(=N3)C)N4CCN(CC4)CCO. Drug 2: CNC(=O)C1=NC=CC(=C1)OC2=CC=C(C=C2)NC(=O)NC3=CC(=C(C=C3)Cl)C(F)(F)F. Cell line: NCI-H322M. Synergy scores: CSS=12.9, Synergy_ZIP=-3.63, Synergy_Bliss=2.00, Synergy_Loewe=-22.0, Synergy_HSA=-0.413. (2) Drug 1: CC12CCC3C(C1CCC2O)C(CC4=C3C=CC(=C4)O)CCCCCCCCCS(=O)CCCC(C(F)(F)F)(F)F. Drug 2: C#CCC(CC1=CN=C2C(=N1)C(=NC(=N2)N)N)C3=CC=C(C=C3)C(=O)NC(CCC(=O)O)C(=O)O. Cell line: HT29. Synergy scores: CSS=0.233, Synergy_ZIP=-7.33, Synergy_Bliss=-14.9, Synergy_Loewe=-44.0, Synergy_HSA=-17.7. (3) Drug 1: CC(CN1CC(=O)NC(=O)C1)N2CC(=O)NC(=O)C2. Drug 2: CC1C(C(=O)NC(C(=O)N2CCCC2C(=O)N(CC(=O)N(C(C(=O)O1)C(C)C)C)C)C(C)C)NC(=O)C3=C4C(=C(C=C3)C)OC5=C(C(=O)C(=C(C5=N4)C(=O)NC6C(OC(=O)C(N(C(=O)CN(C(=O)C7CCCN7C(=O)C(NC6=O)C(C)C)C)C)C(C)C)C)N)C. Cell line: HCT-15. Synergy scores: CSS=34.6, Synergy_ZIP=-9.38, Synergy_Bliss=1.79, Synergy_Loewe=0.871, Synergy_HSA=0.800.